The task is: Predict the reaction yield, written as a fraction of the theoretical maximum amount of product (1.0 means a 100% yield; for example, 0.34 means a 34% yield).. This data is from Reaction yield outcomes from USPTO patents with 853,638 reactions. (1) The reactants are [Cl:1][C:2]1[CH:7]=[CH:6][C:5]([C:8]2[C:9]([CH:14]=O)=[CH:10][CH:11]=[CH:12][CH:13]=2)=[CH:4][CH:3]=1.[O:16]1[C:20]2([CH2:25][CH2:24][NH:23][CH2:22][CH2:21]2)[O:19][CH2:18][CH2:17]1.[O-]S([O-])(=O)=O.[Mg+2].C(O[BH-](OC(=O)C)OC(=O)C)(=O)C.[Na+]. The catalyst is ClCCCl.CO. The product is [Cl:1][C:2]1[CH:3]=[CH:4][C:5]([C:8]2[CH:13]=[CH:12][CH:11]=[CH:10][C:9]=2[CH2:14][N:23]2[CH2:24][CH2:25][C:20]3([O:19][CH2:18][CH2:17][O:16]3)[CH2:21][CH2:22]2)=[CH:6][CH:7]=1. The yield is 0.600. (2) The reactants are [CH3:1][O:2][C:3]1[CH:8]=[CH:7][C:6]([CH:9]=[CH:10][C:11]([O:13][CH2:14][CH3:15])=[O:12])=[CH:5][CH:4]=1.C(OCC)(=[O:18])C.CCCCCC. No catalyst specified. The product is [CH3:1][O:2][C:3]1[CH:4]=[CH:5][C:6]([CH:9]2[CH2:15][C:14](=[O:18])[O:13][C:11](=[O:12])[CH2:10]2)=[CH:7][CH:8]=1. The yield is 0.380. (3) The reactants are Cl.[CH3:2][NH:3][C:4](=[O:12])[C@H:5](C(=O)OC)[NH:6][CH3:7].[CH3:13]CN=C=NCCCN(C)C.Cl.C1C=CC2N(O)N=NC=2C=1.CCN(C(C)C)C(C)C.[N:44]1([CH2:50][CH2:51][CH2:52][O:53][C:54]2[CH:59]=[CH:58][C:57]([C:60]3[CH:65]=[CH:64][C:63]([C:66]([OH:68])=O)=[CH:62][CH:61]=3)=[CH:56][CH:55]=2)[CH2:49][CH2:48][O:47][CH2:46][CH2:45]1.[C:69](=[O:72])([O-])[OH:70].[Na+]. The catalyst is CN(C=O)C.O. The product is [CH3:13][O:70][C:69](=[O:72])[CH:5]([N:6]([CH3:7])[C:66]([C:63]1[CH:64]=[CH:65][C:60]([C:57]2[CH:56]=[CH:55][C:54]([O:53][CH2:52][CH2:51][CH2:50][N:44]3[CH2:49][CH2:48][O:47][CH2:46][CH2:45]3)=[CH:59][CH:58]=2)=[CH:61][CH:62]=1)=[O:68])[C:4]([NH:3][CH3:2])=[O:12]. The yield is 0.230. (4) The catalyst is CN(C=O)C. The reactants are [H-].[Na+].[NH:3]1[C:11]2[C:6](=[CH:7][C:8]([NH:12][C:13]3[C:22]4[C:17](=[CH:18][CH:19]=[CH:20][C:21]=4[O:23][CH:24]4[CH2:29][CH2:28][N:27]([CH3:30])[CH2:26][CH2:25]4)[N:16]=[CH:15][N:14]=3)=[CH:9][CH:10]=2)[CH:5]=[CH:4]1.[OH2:31]. The yield is 0.170. The product is [CH3:8][C:9]1[O:31][N:3]=[C:11]([CH2:6][N:3]2[C:11]3[C:6](=[CH:7][C:8]([NH:12][C:13]4[C:22]5[C:17](=[CH:18][CH:19]=[CH:20][C:21]=5[O:23][CH:24]5[CH2:29][CH2:28][N:27]([CH3:30])[CH2:26][CH2:25]5)[N:16]=[CH:15][N:14]=4)=[CH:9][CH:10]=3)[CH:5]=[CH:4]2)[CH:10]=1.